From a dataset of Full USPTO retrosynthesis dataset with 1.9M reactions from patents (1976-2016). Predict the reactants needed to synthesize the given product. Given the product [CH:1]1([O:6][C:7]2[CH:8]=[C:9]([C:10]3[C@H:12]4[C@H:13]([CH2:17][CH:18]=[CH:19][CH2:20]4)[C:14](=[O:15])[NH:28][N:27]=3)[CH:21]=[CH:22][C:23]=2[O:24][CH3:25])[CH2:5][CH2:4][CH2:3][CH2:2]1, predict the reactants needed to synthesize it. The reactants are: [CH:1]1([O:6][C:7]2[CH:8]=[C:9]([CH:21]=[CH:22][C:23]=2[O:24][CH3:25])[C:10]([C@H:12]2[CH2:20][CH:19]=[CH:18][CH2:17][C@H:13]2[C:14](O)=[O:15])=O)[CH2:5][CH2:4][CH2:3][CH2:2]1.O.[NH2:27][NH2:28].